Predict the product of the given reaction. From a dataset of Forward reaction prediction with 1.9M reactions from USPTO patents (1976-2016). (1) Given the reactants [F:1][C:2]1[CH:7]=[CH:6][C:5]([N:8]2[C:12]([CH2:13][OH:14])=[C:11]([CH3:15])[N:10]=[N:9]2)=[CH:4][CH:3]=1.[H-].[Na+].Cl[C:19]1[CH:28]=[CH:27][C:22]([C:23]([O:25][CH3:26])=[O:24])=[CH:21][N:20]=1.O, predict the reaction product. The product is: [CH3:26][O:25][C:23](=[O:24])[C:22]1[CH:27]=[CH:28][C:19]([O:14][CH2:13][C:12]2[N:8]([C:5]3[CH:4]=[CH:3][C:2]([F:1])=[CH:7][CH:6]=3)[N:9]=[N:10][C:11]=2[CH3:15])=[N:20][CH:21]=1. (2) Given the reactants Br[CH2:2][CH:3]=[C:4]([CH3:6])[CH3:5].[CH3:7][N:8]1[C:16]2[N:15]=[C:14]([Cl:17])[NH:13][C:12]=2[C:11](=[O:18])[NH:10][C:9]1=[O:19].CCN(C(C)C)C(C)C.O, predict the reaction product. The product is: [CH3:7][N:8]1[C:16]2[N:15]=[C:14]([Cl:17])[N:13]([CH2:2][CH:3]=[C:4]([CH3:6])[CH3:5])[C:12]=2[C:11](=[O:18])[NH:10][C:9]1=[O:19]. (3) Given the reactants [CH3:1][O:2][C:3]([C:5]1[CH:6]=[C:7]2[C:11](=[CH:12][CH:13]=1)[N:10]([CH2:14][C:15](=[O:32])[CH2:16][O:17][C:18]1[CH:23]=[CH:22][C:21]([CH2:24][CH2:25][CH2:26][CH2:27][CH2:28][CH2:29][CH2:30][CH3:31])=[CH:20][CH:19]=1)[CH:9]=[C:8]2[C:33](=[O:42])[CH2:34][CH2:35][CH2:36][CH2:37][C:38]([O:40][CH3:41])=[O:39])=[O:4].[CH3:43][O:44]C(OC)OC.[CH3:50]O, predict the reaction product. The product is: [CH3:1][O:2][C:3]([C:5]1[CH:6]=[C:7]2[C:11](=[CH:12][CH:13]=1)[N:10]([CH2:14][C:15]([O:44][CH3:43])([O:32][CH3:50])[CH2:16][O:17][C:18]1[CH:23]=[CH:22][C:21]([CH2:24][CH2:25][CH2:26][CH2:27][CH2:28][CH2:29][CH2:30][CH3:31])=[CH:20][CH:19]=1)[CH:9]=[C:8]2[C:33](=[O:42])[CH2:34][CH2:35][CH2:36][CH2:37][C:38]([O:40][CH3:41])=[O:39])=[O:4]. (4) Given the reactants [F:1][C:2]1[CH:7]=[CH:6][C:5]([C:8]2[CH:13]=[CH:12][C:11]([C:14](=[O:16])C)=[CH:10][CH:9]=2)=[CH:4][CH:3]=1.[O:17](Br)[Na].C(O)(=O)C.C1(C2C=CC=CC=2)C=CC=CC=1.S(S([O-])=O)([O-])(=O)=O.[Na+].[Na+], predict the reaction product. The product is: [F:1][C:2]1[CH:3]=[CH:4][C:5]([C:8]2[CH:9]=[CH:10][C:11]([C:14]([OH:16])=[O:17])=[CH:12][CH:13]=2)=[CH:6][CH:7]=1. (5) Given the reactants [Br:1][C:2]1[CH:11]=[C:10]2[C:5]([CH2:6][CH2:7][CH2:8][C:9]2=[O:12])=[CH:4][CH:3]=1.[CH3:13][O:14][C:15]1[CH:20]=[CH:19][C:18]([Mg]Br)=[CH:17][CH:16]=1.FC(F)(F)C(O)=O, predict the reaction product. The product is: [Br:1][C:2]1[CH:11]=[C:10]2[C:5]([CH2:6][CH2:7][CH2:8][C:9]2([C:18]2[CH:19]=[CH:20][C:15]([O:14][CH3:13])=[CH:16][CH:17]=2)[OH:12])=[CH:4][CH:3]=1. (6) Given the reactants Br[C:2]1[CH:3]=[N:4][C:5]2[C:10]([CH:11]=1)=[N:9][CH:8]=[C:7]([O:12][CH2:13][C:14]1[CH:19]=[CH:18][C:17]([F:20])=[C:16]([F:21])[CH:15]=1)[CH:6]=2.FC1C=[C:25]([CH2:30][OH:31])C=CC=1F.BrC1C=[N:35]C2C(C=1)=NC=C(Br)C=2.[H-].[Na+], predict the reaction product. The product is: [F:21][C:16]1[CH:15]=[C:14]([CH:19]=[CH:18][C:17]=1[F:20])[CH2:13][O:12][C:7]1[CH:6]=[C:5]2[C:10]([CH:11]=[C:2]([CH2:25][C:30]([NH2:35])=[O:31])[CH:3]=[N:4]2)=[N:9][CH:8]=1. (7) Given the reactants [CH:1]1([C:6]2[N:7]=[C:8]([CH2:18][C:19]3[CH:24]=[CH:23][C:22]([CH2:25][C:26](OC)=[O:27])=[CH:21][CH:20]=3)[C:9]3[S:15](=[O:17])(=[O:16])[CH2:14][CH2:13][CH2:12][C:10]=3[N:11]=2)[CH2:5][CH2:4][CH2:3][CH2:2]1.CC(C[AlH]CC(C)C)C, predict the reaction product. The product is: [CH:1]1([C:6]2[N:7]=[C:8]([CH2:18][C:19]3[CH:24]=[CH:23][C:22]([CH2:25][CH2:26][OH:27])=[CH:21][CH:20]=3)[C:9]3[S:15](=[O:17])(=[O:16])[CH2:14][CH2:13][CH2:12][C:10]=3[N:11]=2)[CH2:5][CH2:4][CH2:3][CH2:2]1. (8) Given the reactants C([C@@H]1COC(=O)N1[C@:14]([CH2:47][C:48]([O:50][CH3:51])=[O:49])([CH2:18][C:19]1[CH:24]=[CH:23][C:22]([O:25][CH3:26])=[CH:21][C:20]=1[CH2:27][N:28]([C:40]([O:42]C(C)(C)C)=O)[CH2:29][C:30]1[CH:35]=[CH:34][C:33]([C:36]([F:39])([F:38])[F:37])=[CH:32][CH:31]=1)C(N)=O)C1C=CC=CC=1.OO.O[Li].O.S([O-])([O-])=O.[Na+].[Na+].Cl.C(N(CC)CC)C.C([O-])(O)=O.[Na+].C1(P(N=[N+]=[N-])(C2C=CC=CC=2)=O)C=CC=CC=1, predict the reaction product. The product is: [CH3:26][O:25][C:22]1[CH:23]=[CH:24][C:19]2[CH2:18][C@@H:14]([CH2:47][C:48]([O:50][CH3:51])=[O:49])[C:40](=[O:42])[N:28]([CH2:29][C:30]3[CH:31]=[CH:32][C:33]([C:36]([F:37])([F:38])[F:39])=[CH:34][CH:35]=3)[CH2:27][C:20]=2[CH:21]=1.